Dataset: Catalyst prediction with 721,799 reactions and 888 catalyst types from USPTO. Task: Predict which catalyst facilitates the given reaction. (1) Reactant: Br[C:2]1[N:6]2[C:7]3[CH:19]=[CH:18][CH:17]=[N:16][C:8]=3[NH:9][C:10]3[CH:15]=[CH:14][CH:13]=[CH:12][C:11]=3[C:5]2=[N:4][C:3]=1[C:20]1[CH:25]=[CH:24][CH:23]=[CH:22][CH:21]=1.C(O)C.C(=O)(O)[O-].[Na+].CC1(C)C(C)(C)OB([C:42]2[CH:47]=[CH:46][C:45]([C:48]3([NH:52][C:53](=[O:59])[O:54][C:55]([CH3:58])([CH3:57])[CH3:56])[CH2:51][CH2:50][CH2:49]3)=[CH:44][CH:43]=2)O1. Product: [C:20]1([C:3]2[N:4]=[C:5]3[C:11]4[CH:12]=[CH:13][CH:14]=[CH:15][C:10]=4[NH:9][C:8]4[N:16]=[CH:17][CH:18]=[CH:19][C:7]=4[N:6]3[C:2]=2[C:42]2[CH:43]=[CH:44][C:45]([C:48]3([NH:52][C:53](=[O:59])[O:54][C:55]([CH3:58])([CH3:56])[CH3:57])[CH2:51][CH2:50][CH2:49]3)=[CH:46][CH:47]=2)[CH:21]=[CH:22][CH:23]=[CH:24][CH:25]=1. The catalyst class is: 11. (2) Reactant: [CH:1]1C=[CH:5][C:4](P([C:3]2[CH:4]=[CH:5]C=[CH:1][CH:2]=2)[C:3]2[CH:4]=[CH:5]C=[CH:1][CH:2]=2)=[CH:3][CH:2]=1.CCOC(/[N:25]=N/C(OCC)=O)=O.Br[C:33]1[C:41]2[C:40](=[O:42])[NH:39][N:38]=[CH:37][C:36]=2[S:35][CH:34]=1.[N:43]1[C:52]2[C:47](=[CH:48][CH:49]=[CH:50][CH:51]=2)[CH:46]=[CH:45][C:44]=1[CH2:53][CH2:54]O. Product: [N:25]1[CH:5]=[CH:4][C:3]([C:33]2[C:41]3[C:40](=[O:42])[N:39]([CH2:54][CH2:53][C:44]4[CH:45]=[CH:46][C:47]5[C:52](=[CH:51][CH:50]=[CH:49][CH:48]=5)[N:43]=4)[N:38]=[CH:37][C:36]=3[S:35][CH:34]=2)=[CH:2][CH:1]=1. The catalyst class is: 1. (3) Reactant: [CH2:1]([N:8]1[C:13](=O)[CH2:12][O:11][C@@H:10]([CH3:15])[C@@H:9]1[C:16]([O:18][CH2:19][CH3:20])=[O:17])[C:2]1[CH:7]=[CH:6][CH:5]=[CH:4][CH:3]=1. Product: [CH2:1]([N:8]1[CH2:13][CH2:12][O:11][C@@H:10]([CH3:15])[C@@H:9]1[C:16]([O:18][CH2:19][CH3:20])=[O:17])[C:2]1[CH:3]=[CH:4][CH:5]=[CH:6][CH:7]=1. The catalyst class is: 1. (4) Product: [NH2:7][C@H:8]1[CH2:13][CH2:12][C@H:11]([CH2:14][NH:15][C:16]2[C:21]([N+:22]([O-:24])=[O:23])=[CH:20][N:19]=[C:18]([NH:25][CH2:26][C:27]3[CH:32]=[CH:31][CH:30]=[CH:29][C:28]=3[S:33][C:34]3[CH:39]=[CH:38][CH:37]=[CH:36][C:35]=3[NH2:40])[N:17]=2)[CH2:10][CH2:9]1. Reactant: C(OC(=O)[NH:7][CH:8]1[CH2:13][CH2:12][CH:11]([CH2:14][NH:15][C:16]2[C:21]([N+:22]([O-:24])=[O:23])=[CH:20][N:19]=[C:18]([NH:25][CH2:26][C:27]3[CH:32]=[CH:31][CH:30]=[CH:29][C:28]=3[S:33][C:34]3[CH:39]=[CH:38][CH:37]=[CH:36][C:35]=3[NH2:40])[N:17]=2)[CH2:10][CH2:9]1)(C)(C)C.C(O)(C(F)(F)F)=O.C([O-])(O)=O.[Na+].CO. The catalyst class is: 2.